From a dataset of Catalyst prediction with 721,799 reactions and 888 catalyst types from USPTO. Predict which catalyst facilitates the given reaction. (1) Reactant: [N:1]([C@@H:4]1[CH2:8][C@@H:7]([CH2:9][O:10][Si:11]([C:14]([CH3:17])([CH3:16])[CH3:15])([CH3:13])[CH3:12])[C@@H:6]([O:18][Si:19]([C:22]([CH3:25])([CH3:24])[CH3:23])([CH3:21])[CH3:20])[CH2:5]1)=[N+]=[N-].CCOC(C)=O. Product: [Si:19]([O:18][C@@H:6]1[C@H:7]([CH2:9][O:10][Si:11]([C:14]([CH3:17])([CH3:16])[CH3:15])([CH3:12])[CH3:13])[CH2:8][C@@H:4]([NH2:1])[CH2:5]1)([C:22]([CH3:25])([CH3:24])[CH3:23])([CH3:21])[CH3:20]. The catalyst class is: 45. (2) Reactant: [Cl:1][C:2]([Cl:24])([Cl:23])[C:3]([N:5]1[CH2:10][CH2:9][N:8]([C:11]2[CH:16]=[CH:15][CH:14]=[CH:13][C:12]=2[O:17][CH2:18][C:19]([F:22])([F:21])[F:20])[CH2:7][CH2:6]1)=[O:4].[Cl:25][S:26](O)(=[O:28])=[O:27]. Product: [Cl:24][C:2]([Cl:1])([Cl:23])[C:3]([N:5]1[CH2:10][CH2:9][N:8]([C:11]2[CH:16]=[C:15]([S:26]([Cl:25])(=[O:28])=[O:27])[CH:14]=[CH:13][C:12]=2[O:17][CH2:18][C:19]([F:20])([F:21])[F:22])[CH2:7][CH2:6]1)=[O:4]. The catalyst class is: 4. (3) Reactant: [CH2:1]([O:8][C:9]([NH:11][C@@H:12]([CH2:16][CH:17]=[CH2:18])[C:13]([OH:15])=O)=[O:10])[C:2]1[CH:7]=[CH:6][CH:5]=[CH:4][CH:3]=1.CCN=C=NCCCN(C)C.Cl.C(OC(=O)N[C@H]1C[CH:43]=[CH:42][C@@H:41]([C:45]2[CH:50]=[CH:49][CH:48]=[CH:47][CH:46]=2)[N:40](C)[C:39]1=O)(C)(C)C. Product: [CH3:39][N:40]([CH:41]([C:45]1[CH:50]=[CH:49][CH:48]=[CH:47][CH:46]=1)[CH:42]=[CH2:43])[C:13]([C@@H:12]([NH:11][C:9](=[O:10])[O:8][CH2:1][C:2]1[CH:3]=[CH:4][CH:5]=[CH:6][CH:7]=1)[CH2:16][CH:17]=[CH2:18])=[O:15]. The catalyst class is: 64. (4) Reactant: C([C:6]1[CH:16]=[CH:15][C:9]([CH:10]=[CH:11][C:12]([OH:14])=[O:13])=[CH:8][CH:7]=1)(=O)CCC.[C:17](Cl)(=[O:21])[C:18](Cl)=O.[O:23]1CCOCC1.N1[CH:34]=[CH:33]C=CC=1. Product: [C:12]([CH:11]=[CH:10][C:9]1[CH:8]=[CH:7][C:6]([O:23][C:17](=[O:21])[CH2:18][CH2:33][CH3:34])=[CH:16][CH:15]=1)([OH:14])=[O:13]. The catalyst class is: 139. (5) Reactant: [C:1]([N:8]1[CH2:13][CH2:12][CH:11]([CH2:14][OH:15])[CH2:10][CH2:9]1)([O:3][C:4]([CH3:7])([CH3:6])[CH3:5])=[O:2].[C:16]1(C)[C:17]([S:22](Cl)(=[O:24])=[O:23])=[CH:18][CH:19]=[CH:20][CH:21]=1.N1C=CC=C[CH:28]=1. Product: [C:4]([O:3][C:1]([N:8]1[CH2:13][CH2:12][CH:11]([CH2:14][O:15][S:22]([C:17]2[CH:16]=[CH:21][C:20]([CH3:28])=[CH:19][CH:18]=2)(=[O:23])=[O:24])[CH2:10][CH2:9]1)=[O:2])([CH3:7])([CH3:6])[CH3:5]. The catalyst class is: 22. (6) Reactant: [Br:1][C:2]1[CH:7]=[C:6]([F:8])[CH:5]=[C:4]([F:9])[C:3]=1[OH:10].N1C=CN=C1.[C:16]([Si:20](Cl)([CH3:22])[CH3:21])([CH3:19])([CH3:18])[CH3:17]. Product: [Br:1][C:2]1[CH:7]=[C:6]([F:8])[CH:5]=[C:4]([F:9])[C:3]=1[O:10][Si:20]([C:16]([CH3:19])([CH3:18])[CH3:17])([CH3:22])[CH3:21]. The catalyst class is: 39. (7) Reactant: [CH3:1][NH2:2].[I:3][C:4]1[CH:12]=[CH:11][C:7]([C:8](Cl)=[O:9])=[CH:6][CH:5]=1. Product: [I:3][C:4]1[CH:12]=[CH:11][C:7]([C:8]([NH:2][CH3:1])=[O:9])=[CH:6][CH:5]=1. The catalyst class is: 6.